Dataset: Reaction yield outcomes from USPTO patents with 853,638 reactions. Task: Predict the reaction yield, written as a fraction of the theoretical maximum amount of product (1.0 means a 100% yield; for example, 0.34 means a 34% yield). (1) The reactants are [H-].[Al+3].[Li+].[H-].[H-].[H-].[Cl:7][C:8]1[CH:25]=[C:24]2[C:11]([O:12][C:13](=[O:30])[C:14]3[C:23]2=[CH:22][CH:21]=[C:20]2[C:15]=3[N:16]([CH3:29])[C:17](=[O:28])[C:18]([CH3:27])([CH3:26])[NH:19]2)=[CH:10][CH:9]=1.C(OCC)(=O)C.O. The catalyst is O1CCCC1.[Cl-].[Na+].O. The product is [Cl:7][C:8]1[CH:9]=[CH:10][C:11]([OH:12])=[C:24]([C:23]2[C:14]([CH2:13][OH:30])=[C:15]3[C:20]([NH:19][C:18]([CH3:26])([CH3:27])[C:17](=[O:28])[N:16]3[CH3:29])=[CH:21][CH:22]=2)[CH:25]=1. The yield is 0.690. (2) The reactants are [N:1]1[C:10]2[C:5](=[CH:6][CH:7]=[CH:8][CH:9]=2)[CH:4]=[CH:3][C:2]=1[NH2:11].C(N(CC)CC)C.Cl[C:20](=[O:26])[C:21]([O:23][CH2:24][CH3:25])=[O:22]. The catalyst is ClCCl. The product is [O:26]=[C:20]([NH:11][C:2]1[CH:3]=[CH:4][C:5]2[C:10](=[CH:9][CH:8]=[CH:7][CH:6]=2)[N:1]=1)[C:21]([O:23][CH2:24][CH3:25])=[O:22]. The yield is 0.620. (3) The reactants are [F:1][C:2]1[CH:9]=[CH:8][C:5]([CH:6]=O)=[CH:4][CH:3]=1.[NH2:10][OH:11].Cl.C([O-])([O-])=O.[Na+].[Na+]. The catalyst is CO. The product is [F:1][C:2]1[CH:9]=[CH:8][C:5]([CH:6]=[N:10][OH:11])=[CH:4][CH:3]=1. The yield is 0.610. (4) The reactants are [CH3:1][N:2]1[CH2:7][CH2:6][N:5]([CH2:8][C:9]2[CH:14]=[CH:13][C:12]([N+:15]([O-])=O)=[CH:11][CH:10]=2)[CH2:4][CH2:3]1.CO.[Cl-].[NH4+]. The catalyst is [Zn].C(OCC)C. The product is [CH3:1][N:2]1[CH2:7][CH2:6][N:5]([CH2:8][C:9]2[CH:14]=[CH:13][C:12]([NH2:15])=[CH:11][CH:10]=2)[CH2:4][CH2:3]1. The yield is 0.770. (5) The reactants are [NH:1]1[CH2:6][CH2:5][CH:4]([C:7]([C:9]2[CH:14]=[CH:13][CH:12]=[CH:11][C:10]=2[O:15][C:16]([F:19])([F:18])[F:17])=[O:8])[CH2:3][CH2:2]1.CCN(CC)CC.Br[CH2:28][C:29]([O:31][CH2:32][CH3:33])=[O:30]. The catalyst is C(#N)C. The product is [CH2:32]([O:31][C:29](=[O:30])[CH2:28][N:1]1[CH2:6][CH2:5][CH:4]([C:7](=[O:8])[C:9]2[CH:14]=[CH:13][CH:12]=[CH:11][C:10]=2[O:15][C:16]([F:17])([F:18])[F:19])[CH2:3][CH2:2]1)[CH3:33]. The yield is 0.850. (6) The reactants are Br[C:2]1[CH:3]=[N:4][CH:5]=[C:6]([CH:29]=1)[C:7]([N:9]=[S@@:10]([CH2:18][CH2:19][CH2:20][O:21][Si:22]([C:25]([CH3:28])([CH3:27])[CH3:26])([CH3:24])[CH3:23])(=[O:17])[C:11]1[CH:16]=[CH:15][CH:14]=[CH:13][CH:12]=1)=[O:8].[C:30]([C:32]1[CH:33]=[C:34]([NH:38][C:39]([C:41]2[O:42][CH:43]=[CH:44][C:45]=2[CH3:46])=[O:40])[CH:35]=[CH:36][CH:37]=1)#[CH:31].C(N(CC)CC)C.C([O-])(O)=O.[Na+]. The catalyst is CN(C=O)C.Cl[Pd](Cl)([P](C1C=CC=CC=1)(C1C=CC=CC=1)C1C=CC=CC=1)[P](C1C=CC=CC=1)(C1C=CC=CC=1)C1C=CC=CC=1.[Cu]I.C1(P(C2C=CC=CC=2)C2C=CC=CC=2)C=CC=CC=1. The product is [Si:22]([O:21][CH2:20][CH2:19][CH2:18][S@:10](=[O:17])([C:11]1[CH:16]=[CH:15][CH:14]=[CH:13][CH:12]=1)=[N:9][C:7](=[O:8])[C:6]1[CH:29]=[C:2]([C:31]#[C:30][C:32]2[CH:37]=[CH:36][CH:35]=[C:34]([NH:38][C:39]([C:41]3[O:42][CH:43]=[CH:44][C:45]=3[CH3:46])=[O:40])[CH:33]=2)[CH:3]=[N:4][CH:5]=1)([C:25]([CH3:28])([CH3:27])[CH3:26])([CH3:24])[CH3:23]. The yield is 0.900.